This data is from Reaction yield outcomes from USPTO patents with 853,638 reactions. The task is: Predict the reaction yield, written as a fraction of the theoretical maximum amount of product (1.0 means a 100% yield; for example, 0.34 means a 34% yield). (1) The product is [CH2:41]([N:20]([CH2:21][CH2:22][C:23]([F:24])([F:26])[F:25])[C:7]1[C:6]([C:4]([N:3]([O:2][CH3:1])[CH3:27])=[O:5])=[CH:10][N:9]([CH2:11][C:12]2[CH:13]=[CH:14][C:15]([O:18][CH3:19])=[CH:16][CH:17]=2)[N:8]=1)[CH:40]=[CH2:39]. The reactants are [CH3:1][O:2][N:3]([CH3:27])[C:4]([C:6]1[C:7]([NH:20][CH2:21][CH2:22][C:23]([F:26])([F:25])[F:24])=[N:8][N:9]([CH2:11][C:12]2[CH:17]=[CH:16][C:15]([O:18][CH3:19])=[CH:14][CH:13]=2)[CH:10]=1)=[O:5].[Li+].C[Si]([N-][Si](C)(C)C)(C)C.Br[CH2:39][CH:40]=[CH2:41]. The catalyst is C1COCC1. The yield is 0.670. (2) The reactants are [H-].[Na+].[F:3][C:4]1[CH:9]=[CH:8][CH:7]=[CH:6][C:5]=1[OH:10].[C:11]([O:15][C:16]([N:18]1[CH2:26][CH2:25][N:24]2[C@@H:20]([CH2:21]OS2(=O)=O)[CH2:19]1)=[O:17])([CH3:14])([CH3:13])[CH3:12].Cl. The catalyst is CN(C=O)C. The product is [C:11]([O:15][C:16]([N:18]1[CH2:26][CH2:25][NH:24][C@@H:20]([CH2:21][O:10][C:5]2[CH:6]=[CH:7][CH:8]=[CH:9][C:4]=2[F:3])[CH2:19]1)=[O:17])([CH3:14])([CH3:12])[CH3:13]. The yield is 0.710. (3) The product is [F:1][C:2]1[CH:3]=[C:4]2[C:12](=[CH:13][CH:14]=1)[N:11]([CH2:15][C:16]1[CH:25]=[CH:24][C:19]([C:20]([O:22][CH3:23])=[O:21])=[CH:18][CH:17]=1)[C:10]1[CH2:9][C:8]([CH3:26])([CH3:27])[CH:7]([CH2:28][N:30]3[CH2:35][CH2:34][O:33][CH2:32][CH2:31]3)[C:6](=[O:29])[C:5]2=1. The catalyst is C1(C)C=CC=CC=1. The reactants are [F:1][C:2]1[CH:3]=[C:4]2[C:12](=[CH:13][CH:14]=1)[N:11]([CH2:15][C:16]1[CH:25]=[CH:24][C:19]([C:20]([O:22][CH3:23])=[O:21])=[CH:18][CH:17]=1)[C:10]1[CH2:9][C:8]([CH3:27])([CH3:26])[C:7](=[CH2:28])[C:6](=[O:29])[C:5]2=1.[NH:30]1[CH2:35][CH2:34][O:33][CH2:32][CH2:31]1. The yield is 0.470. (4) The reactants are I[C:2]1[N:10]=[CH:9][C:8]2[N:7]([CH2:11][O:12][CH2:13][CH2:14][Si:15]([CH3:18])([CH3:17])[CH3:16])[C:6]3[N:19]=[CH:20][C:21]([C:23]4[CH:24]=[N:25][N:26]([CH3:28])[CH:27]=4)=[CH:22][C:5]=3[C:4]=2[CH:3]=1.[Cl:29][C:30]1[CH:35]=[CH:34][N:33]=[CH:32][C:31]=1B1OC(C)(C)C(C)(C)O1. The catalyst is C(=O)([O-])[O-].[Na+].[Na+].C(#N)C.O. The product is [Cl:29][C:30]1[CH:35]=[CH:34][N:33]=[CH:32][C:31]=1[C:2]1[N:10]=[CH:9][C:8]2[N:7]([CH2:11][O:12][CH2:13][CH2:14][Si:15]([CH3:16])([CH3:17])[CH3:18])[C:6]3[N:19]=[CH:20][C:21]([C:23]4[CH:24]=[N:25][N:26]([CH3:28])[CH:27]=4)=[CH:22][C:5]=3[C:4]=2[CH:3]=1. The yield is 0.660. (5) The reactants are Cl[C:2]1[N:7]=[C:6]([NH:8][C:9]2[C:14]([CH3:15])=[CH:13][C:12]([CH3:16])=[CH:11][C:10]=2[CH3:17])[CH:5]=[CH:4][N:3]=1.Cl.CC(O)C.[NH2:23][C:24]1[CH:31]=[CH:30][C:27]([C:28]#[N:29])=[CH:26][CH:25]=1.C([O-])(O)=O.[Na+]. The product is [CH3:17][C:10]1[CH:11]=[C:12]([CH3:16])[CH:13]=[C:14]([CH3:15])[C:9]=1[NH:8][C:6]1[CH:5]=[CH:4][N:3]=[C:2]([NH:23][C:24]2[CH:31]=[CH:30][C:27]([C:28]#[N:29])=[CH:26][CH:25]=2)[N:7]=1. The yield is 0.860. The catalyst is O. (6) The reactants are [N+:1]([C:4]1[CH:9]=[CH:8][CH:7]=[CH:6][C:5]=1[CH2:10][C:11](=O)[C:12]([OH:14])=[O:13])([O-:3])=[O:2].[Cl:16][C:17]1[CH:18]=[C:19]([C:24]2[N:25]=[C:26]([NH:29][NH2:30])[S:27][CH:28]=2)[CH:20]=[CH:21][C:22]=1[Cl:23]. The catalyst is C(O)(=O)C.C(O)C. The product is [Cl:16][C:17]1[CH:18]=[C:19]([C:24]2[N:25]=[C:26]([NH:29][N:30]=[C:11]([CH2:10][C:5]3[CH:6]=[CH:7][CH:8]=[CH:9][C:4]=3[N+:1]([O-:3])=[O:2])[C:12]([OH:14])=[O:13])[S:27][CH:28]=2)[CH:20]=[CH:21][C:22]=1[Cl:23]. The yield is 0.667.